Dataset: M1 muscarinic receptor antagonist screen with 61,756 compounds. Task: Binary Classification. Given a drug SMILES string, predict its activity (active/inactive) in a high-throughput screening assay against a specified biological target. (1) The molecule is o1c2c(c(CN3CCN(CC3)Cc3cc4OCOc4cc3)cc1=O)c(cc(c2C)C)C. The result is 1 (active). (2) The compound is o1c(C(=O)N2CCc3c2cccc3)cc2c1c1c(nc2C)cccc1. The result is 0 (inactive). (3) The molecule is Brc1cc2C(O)(C(=O)N(c2cc1)CC(OC)=O)CC(=O)c1ccc(cc1)C. The result is 0 (inactive).